This data is from Forward reaction prediction with 1.9M reactions from USPTO patents (1976-2016). The task is: Predict the product of the given reaction. (1) Given the reactants [F:1][C:2]1[CH:3]=[C:4]([CH:27]=[CH:28][C:29]=1[F:30])[CH2:5][NH:6][C:7]([C:9]1([CH2:22][CH2:23][CH2:24][CH2:25]Br)[C:21]2[CH:20]=[CH:19][CH:18]=[CH:17][C:16]=2[C:15]2[C:10]1=[CH:11][CH:12]=[CH:13][CH:14]=2)=[O:8].[CH3:31][C@H:32]1[NH:37][C@@H:36]([CH3:38])[CH2:35][N:34]([C:39]2[CH:48]=[CH:47][C:46]3[C:41](=[CH:42][CH:43]=[CH:44][CH:45]=3)[N:40]=2)[CH2:33]1, predict the reaction product. The product is: [F:1][C:2]1[CH:3]=[C:4]([CH:27]=[CH:28][C:29]=1[F:30])[CH2:5][NH:6][C:7]([C:9]1([CH2:22][CH2:23][CH2:24][CH2:25][N:37]2[C@H:36]([CH3:38])[CH2:35][N:34]([C:39]3[CH:48]=[CH:47][C:46]4[C:41](=[CH:42][CH:43]=[CH:44][CH:45]=4)[N:40]=3)[CH2:33][C@@H:32]2[CH3:31])[C:21]2[CH:20]=[CH:19][CH:18]=[CH:17][C:16]=2[C:15]2[C:10]1=[CH:11][CH:12]=[CH:13][CH:14]=2)=[O:8]. (2) Given the reactants O[C:2]([C@H:5]1[N:10]([C:11]([O:13]CC2C=CC=CC=2)=[O:12])[CH2:9][C@H:8]([C:21]([O:23]C)=[O:22])[CH2:7][CH2:6]1)([CH3:4])[CH3:3].[Li+].[OH-].Cl, predict the reaction product. The product is: [CH3:4][C:2]1([CH3:3])[C@@H:5]2[CH2:6][CH2:7][C@@H:8]([C:21]([OH:23])=[O:22])[CH2:9][N:10]2[C:11](=[O:12])[O:13]1.